From a dataset of Reaction yield outcomes from USPTO patents with 853,638 reactions. Predict the reaction yield, written as a fraction of the theoretical maximum amount of product (1.0 means a 100% yield; for example, 0.34 means a 34% yield). The reactants are [C:1]([NH:4][C:5]1[S:9][C:8]2[C:10]([O:15][CH2:16][CH2:17][N:18]([CH2:21][CH3:22])[CH2:19][CH3:20])=[C:11](Br)[CH:12]=[CH:13][C:7]=2[C:6]=1[C:23]([O:25][CH2:26][CH3:27])=[O:24])(=[O:3])[CH3:2].[S:28]1[CH:32]=[CH:31][C:30](B(O)O)=[CH:29]1.P([O-])([O-])([O-])=O.[K+].[K+].[K+]. The catalyst is C(#N)C.O. The product is [C:1]([NH:4][C:5]1[S:9][C:8]2[C:10]([O:15][CH2:16][CH2:17][N:18]([CH2:21][CH3:22])[CH2:19][CH3:20])=[C:11]([C:30]3[CH:31]=[CH:32][S:28][CH:29]=3)[CH:12]=[CH:13][C:7]=2[C:6]=1[C:23]([O:25][CH2:26][CH3:27])=[O:24])(=[O:3])[CH3:2]. The yield is 0.860.